From a dataset of Forward reaction prediction with 1.9M reactions from USPTO patents (1976-2016). Predict the product of the given reaction. (1) Given the reactants [C:1]([C:3]([C:6]1[CH:7]=[C:8]([CH:21]=[CH:22][CH:23]=1)[C:9]([NH:11][C:12]1[CH:17]=[CH:16][CH:15]=[C:14]([N+:18]([O-])=O)[CH:13]=1)=[O:10])([CH3:5])[CH3:4])#[N:2].O1CCCC1, predict the reaction product. The product is: [NH2:18][C:14]1[CH:13]=[C:12]([NH:11][C:9](=[O:10])[C:8]2[CH:21]=[CH:22][CH:23]=[C:6]([C:3]([C:1]#[N:2])([CH3:5])[CH3:4])[CH:7]=2)[CH:17]=[CH:16][CH:15]=1. (2) The product is: [CH3:25][O:24][C:21]1[CH:22]=[C:23]2[C:18](=[CH:19][C:20]=1[O:26][CH3:27])[N:17]=[CH:16][CH:15]=[C:14]2[O:12][C:11]1[C:2]([OH:1])=[N:3][C:4]2[C:9]([CH:10]=1)=[CH:8][CH:7]=[CH:6][CH:5]=2. Given the reactants [OH:1][C:2]1[C:11]([OH:12])=[CH:10][C:9]2[C:4](=[CH:5][CH:6]=[CH:7][CH:8]=2)[N:3]=1.Cl[C:14]1[C:23]2[C:18](=[CH:19][C:20]([O:26][CH3:27])=[C:21]([O:24][CH3:25])[CH:22]=2)[N:17]=[CH:16][CH:15]=1.O, predict the reaction product. (3) Given the reactants Cl[C:2]1[CH:7]=[CH:6][C:5]([N+:8]([O-:10])=[O:9])=[CH:4][CH:3]=1.[NH2:11][C:12]1[CH:17]=[CH:16][CH:15]=[CH:14][CH:13]=1.[O-]P([O-])([O-])=O.[K+].[K+].[K+], predict the reaction product. The product is: [CH:15]1[CH:16]=[CH:17][C:12]([NH:11][C:2]2[CH:7]=[CH:6][C:5]([N+:8]([O-:10])=[O:9])=[CH:4][CH:3]=2)=[CH:13][CH:14]=1. (4) Given the reactants [CH3:1][C:2]1[CH:7]=[C:6]([CH3:8])[N:5]=[C:4]([O:9][C@@H:10]([C@@:14]2([C:27]3[CH:32]=[CH:31][CH:30]=[CH:29][CH:28]=3)[NH:20][CH2:19][C:18](=[O:21])[N:17]([CH3:22])[C:16]3[CH:23]=[CH:24][CH:25]=[CH:26][C:15]2=3)[C:11]([OH:13])=[O:12])[N:3]=1.[CH:33](=O)[CH3:34], predict the reaction product. The product is: [CH2:33]([N:20]1[C@@:14]([C@H:10]([O:9][C:4]2[N:3]=[C:2]([CH3:1])[CH:7]=[C:6]([CH3:8])[N:5]=2)[C:11]([OH:13])=[O:12])([C:27]2[CH:28]=[CH:29][CH:30]=[CH:31][CH:32]=2)[C:15]2[CH:26]=[CH:25][CH:24]=[CH:23][C:16]=2[N:17]([CH3:22])[C:18](=[O:21])[CH2:19]1)[CH3:34]. (5) Given the reactants [CH3:1][CH:2]([NH:4][C:5]1[C:6]([NH2:11])=[CH:7][CH:8]=[CH:9][CH:10]=1)[CH3:3].[N:12]#[C:13][Br:14], predict the reaction product. The product is: [BrH:14].[CH3:3][CH:2]([N:4]1[C:5]2[CH:10]=[CH:9][CH:8]=[CH:7][C:6]=2[N:11]=[C:13]1[NH2:12])[CH3:1].